Task: Predict which catalyst facilitates the given reaction.. Dataset: Catalyst prediction with 721,799 reactions and 888 catalyst types from USPTO (1) Reactant: [CH2:1]([CH:3]([C:6]1[C:14]2[NH:13][C:12](=[O:15])[NH:11][C:10]=2[CH:9]=[CH:8][CH:7]=1)[CH2:4][CH3:5])[CH3:2].[CH3:16][O:17][C:18]1[CH:25]=[CH:24][C:21]([CH2:22]Cl)=[CH:20][CH:19]=1.C(=O)([O-])[O-].[K+].[K+]. Product: [CH2:1]([CH:3]([C:6]1[C:14]2[NH:13][C:12](=[O:15])[N:11]([CH2:22][C:21]3[CH:24]=[CH:25][C:18]([O:17][CH3:16])=[CH:19][CH:20]=3)[C:10]=2[CH:9]=[CH:8][CH:7]=1)[CH2:4][CH3:5])[CH3:2]. The catalyst class is: 35. (2) Reactant: C(OC(=O)[NH:7][C:8]1[CH:13]=[C:12]([N:14]2[CH2:19][CH2:18][O:17][CH2:16][CH2:15]2)[C:11]([C:20]([F:23])([F:22])[F:21])=[CH:10][C:9]=1[NH:24][C:25](=[O:41])[CH2:26][C:27](=O)[C:28]1[CH:33]=[CH:32][CH:31]=[C:30]([C:34]2[CH:35]=[N:36][CH:37]=[CH:38][CH:39]=2)[CH:29]=1)(C)(C)C.C(O)(C(F)(F)F)=O. Product: [N:14]1([C:12]2[C:11]([C:20]([F:22])([F:23])[F:21])=[CH:10][C:9]3[NH:24][C:25](=[O:41])[CH2:26][C:27]([C:28]4[CH:33]=[CH:32][CH:31]=[C:30]([C:34]5[CH:35]=[N:36][CH:37]=[CH:38][CH:39]=5)[CH:29]=4)=[N:7][C:8]=3[CH:13]=2)[CH2:15][CH2:16][O:17][CH2:18][CH2:19]1. The catalyst class is: 2. (3) Reactant: CC([O-])(C)C.[K+].[Cl:7][C:8]1[CH:13]=[CH:12][CH:11]=[CH:10][C:9]=1[C:14]1([CH3:27])[C:22]2[C:17](=[CH:18][CH:19]=[C:20]([O:23][CH2:24][CH3:25])[CH:21]=2)[NH:16][C:15]1=[O:26].[C:28]([NH:32][C:33]([C:35]1[CH:40]=[CH:39][C:38]([S:41](Cl)(=[O:43])=[O:42])=[CH:37][CH:36]=1)=[O:34])([CH3:31])([CH3:30])[CH3:29]. Product: [C:28]([NH:32][C:33](=[O:34])[C:35]1[CH:40]=[CH:39][C:38]([S:41]([N:16]2[C:17]3[C:22](=[CH:21][C:20]([O:23][CH2:24][CH3:25])=[CH:19][CH:18]=3)[C:14]([C:9]3[CH:10]=[CH:11][CH:12]=[CH:13][C:8]=3[Cl:7])([CH3:27])[C:15]2=[O:26])(=[O:42])=[O:43])=[CH:37][CH:36]=1)([CH3:31])([CH3:29])[CH3:30]. The catalyst class is: 7. (4) Reactant: Cl[C:2]1[CH:7]=[N:6][CH:5]=[C:4]([Cl:8])[N:3]=1.[F:9][C:10]([F:22])([F:21])[O:11][C:12]1[CH:17]=[CH:16][C:15](B(O)O)=[CH:14][CH:13]=1. Product: [Cl:8][C:4]1[CH:5]=[N:6][CH:7]=[C:2]([C:15]2[CH:14]=[CH:13][C:12]([O:11][C:10]([F:9])([F:21])[F:22])=[CH:17][CH:16]=2)[N:3]=1. The catalyst class is: 45. (5) Reactant: [ClH:1].[NH2:2][C:3]1[CH:4]=[CH:5][C:6]([C:47]2[CH:52]=[C:51]([O:53][CH3:54])[C:50]([O:55][CH3:56])=[C:49]([O:57][CH3:58])[CH:48]=2)=[C:7]([CH:46]=1)[C:8]([N:10]1[CH2:15][CH2:14][N:13]([CH2:16][CH2:17][CH2:18][N:19]2[CH2:24][CH2:23][N:22]([C:25](=[O:45])[C:26]3[CH:31]=[C:30]([NH2:32])[CH:29]=[CH:28][C:27]=3[C:33]3[CH:38]=[C:37]([O:39][CH3:40])[C:36]([O:41][CH3:42])=[C:35]([O:43][CH3:44])[CH:34]=3)[CH2:21][CH2:20]2)[CH2:12][CH2:11]1)=[O:9]. Product: [ClH:1].[ClH:1].[NH2:32][C:30]1[CH:29]=[CH:28][C:27]([C:33]2[CH:34]=[C:35]([O:43][CH3:44])[C:36]([O:41][CH3:42])=[C:37]([O:39][CH3:40])[CH:38]=2)=[C:26]([CH:31]=1)[C:25]([N:22]1[CH2:23][CH2:24][N:19]([CH2:18][CH2:17][CH2:16][N:13]2[CH2:14][CH2:15][N:10]([C:8](=[O:9])[C:7]3[CH:46]=[C:3]([NH2:2])[CH:4]=[CH:5][C:6]=3[C:47]3[CH:48]=[C:49]([O:57][CH3:58])[C:50]([O:55][CH3:56])=[C:51]([O:53][CH3:54])[CH:52]=3)[CH2:11][CH2:12]2)[CH2:20][CH2:21]1)=[O:45]. The catalyst class is: 8. (6) Product: [F:30][C:23]1[CH:22]=[C:21]([B:34]2[O:35][C:36]([CH3:38])([CH3:37])[C:32]([CH3:48])([CH3:31])[O:33]2)[C:29]2[S:28][N:27]=[CH:26][C:25]=2[CH:24]=1. The catalyst class is: 62. Reactant: C1(P(C2CCCCC2)C2CCCCC2)CCCCC1.Br[C:21]1[C:29]2[S:28][N:27]=[CH:26][C:25]=2[CH:24]=[C:23]([F:30])[CH:22]=1.[CH3:31][C:32]1([CH3:48])[C:36]([CH3:38])([CH3:37])[O:35][B:34]([B:34]2[O:35][C:36]([CH3:38])([CH3:37])[C:32]([CH3:48])([CH3:31])[O:33]2)[O:33]1.C([O-])(=O)C.[K+]. (7) Reactant: [CH3:1][C:2]1[CH:6]=[CH:5][O:4][C:3]=1[C:7]([OH:9])=O.S(Cl)(Cl)=O.[NH2:14][C:15]1[CH:16]=[C:17]([CH:30]=[CH:31][CH:32]=1)[C:18]([C:20]1[CH:28]=[C:27]2[C:23]([CH2:24][C:25](=[O:29])[NH:26]2)=[CH:22][CH:21]=1)=[O:19]. Product: [O:29]=[C:25]1[CH2:24][C:23]2[C:27](=[CH:28][C:20]([C:18]([C:17]3[CH:16]=[C:15]([NH:14][C:7]([C:3]4[O:4][CH:5]=[CH:6][C:2]=4[CH3:1])=[O:9])[CH:32]=[CH:31][CH:30]=3)=[O:19])=[CH:21][CH:22]=2)[NH:26]1. The catalyst class is: 1.